Predict the product of the given reaction. From a dataset of Forward reaction prediction with 1.9M reactions from USPTO patents (1976-2016). (1) Given the reactants [C:1]([O:4][CH2:5][C:6]1[CH:11]=[C:10]([O:12][C@@H:13]2[CH2:17][CH2:16][O:15][CH2:14]2)[CH:9]=[C:8]([CH3:18])[C:7]=1[C:19]1[CH:24]=[CH:23][CH:22]=[C:21]([CH2:25][OH:26])[CH:20]=1)(=[O:3])[CH3:2].O[C:28]1[CH:41]=[CH:40][C:31]2[C@H:32]([CH2:35][C:36]([O:38][CH3:39])=[O:37])[CH2:33][O:34][C:30]=2[CH:29]=1.C1(P(C2C=CC=CC=2)C2C=CC=CC=2)C=CC=CC=1.N(C(OC(C)C)=O)=NC(OC(C)C)=O, predict the reaction product. The product is: [C:1]([O:4][CH2:5][C:6]1[CH:11]=[C:10]([O:12][C@@H:13]2[CH2:17][CH2:16][O:15][CH2:14]2)[CH:9]=[C:8]([CH3:18])[C:7]=1[C:19]1[CH:24]=[CH:23][CH:22]=[C:21]([CH2:25][O:26][C:28]2[CH:41]=[CH:40][C:31]3[C@H:32]([CH2:35][C:36]([O:38][CH3:39])=[O:37])[CH2:33][O:34][C:30]=3[CH:29]=2)[CH:20]=1)(=[O:3])[CH3:2]. (2) Given the reactants [H-].[Na+].[CH2:3]([O:5][C:6]([C:8]1[NH:9][CH:10]=[C:11]([CH3:20])[C:12]=1[C:13]1[CH:18]=[CH:17][C:16]([CH3:19])=[CH:15][CH:14]=1)=[O:7])[CH3:4].Br[C:22]1[CH:29]=[CH:28][C:25]([CH2:26]Br)=[CH:24][CH:23]=1.[Na+].[Cl-].[CH2:32]1COCC1, predict the reaction product. The product is: [CH2:3]([O:5][C:6]([C:8]1[N:9]([CH2:32][C:22]2[CH:29]=[CH:28][C:25]([CH3:26])=[CH:24][CH:23]=2)[CH:10]=[C:11]([CH3:20])[C:12]=1[C:13]1[CH:14]=[CH:15][C:16]([CH3:19])=[CH:17][CH:18]=1)=[O:7])[CH3:4]. (3) Given the reactants [CH3:1][C@H:2]([NH:6][C:7](=[O:19])[C:8]1[CH:13]=[CH:12][CH:11]=[CH:10][C:9]=1[O:14][C:15]([F:18])([F:17])[F:16])[CH2:3][S:4][CH3:5].CN(C)CCN(C)C.CCCCCC.C([Li])CCC.[C:39](=O)=[O:40].Cl.C(=O)([O-])O.[Na+].C(Cl)(=O)OC, predict the reaction product. The product is: [CH3:1][C@H:2]([N:6]=[C:7]1[C:8]2[C:9]([O:14][C:15]([F:16])([F:17])[F:18])=[CH:10][CH:11]=[CH:12][C:13]=2[C:39](=[O:40])[O:19]1)[CH2:3][S:4][CH3:5]. (4) Given the reactants Br[C:2]1[CH:10]=[CH:9][CH:8]=[C:7]2[C:3]=1[C:4]1([CH2:26][O:25][C:24]3[CH:27]=[C:28]4[C:32](=[CH:33][C:23]1=3)[CH2:31][CH2:30][O:29]4)[C:5](=[O:22])[N:6]2[CH2:11][C:12]([NH:14][C:15]1[CH:20]=[CH:19][CH:18]=[CH:17][C:16]=1[F:21])=[O:13].BrC1C=CC=C2C=1C1(C3=CC4OCOC=4C=C3OC1)C(=O)N2CCCCC.[N:61]1[CH:66]=[C:65](B(O)O)[CH:64]=[N:63][CH:62]=1.CN(C)C1N=CC(B(O)O)=CC=1, predict the reaction product. The product is: [F:21][C:16]1[CH:17]=[CH:18][CH:19]=[CH:20][C:15]=1[NH:14][C:12](=[O:13])[CH2:11][N:6]1[C:7]2[C:3](=[C:2]([C:65]3[CH:66]=[N:61][CH:62]=[N:63][CH:64]=3)[CH:10]=[CH:9][CH:8]=2)[C:4]2([CH2:26][O:25][C:24]3[CH:27]=[C:28]4[C:32](=[CH:33][C:23]2=3)[CH2:31][CH2:30][O:29]4)[C:5]1=[O:22]. (5) Given the reactants [Br:1][C:2]1[C:3]([C:7]2[CH:12]=[CH:11][C:10]([N+:13]([O-:15])=[O:14])=[CH:9][CH:8]=2)=[N:4][NH:5][CH:6]=1.[H-].[Na+].I[CH2:19][CH3:20], predict the reaction product. The product is: [Br:1][C:2]1[C:3]([C:7]2[CH:8]=[CH:9][C:10]([N+:13]([O-:15])=[O:14])=[CH:11][CH:12]=2)=[N:4][N:5]([CH2:19][CH3:20])[CH:6]=1. (6) Given the reactants N#N.[Si]([O:10][CH2:11][C:12]1[N:13]=[C:14]([C:17]([O:20][CH3:21])([CH3:19])[CH3:18])[O:15][CH:16]=1)(C(C)(C)C)(C)C.CCCC[N+](CCCC)(CCCC)CCCC.[F-], predict the reaction product. The product is: [CH3:21][O:20][C:17]([C:14]1[O:15][CH:16]=[C:12]([CH2:11][OH:10])[N:13]=1)([CH3:19])[CH3:18]. (7) Given the reactants C([N:4]1[C:12]2[C:7](=[CH:8][CH:9]=[CH:10][CH:11]=2)[C:6](=[C:13](Cl)[C:14]2[CH:19]=[CH:18][CH:17]=[CH:16][CH:15]=2)[C:5]1=[O:21])(=O)C.[CH3:22][NH:23][C:24]1[CH:31]=[CH:30][C:27]([C:28]#[N:29])=[CH:26][CH:25]=1.[OH-].[Na+], predict the reaction product. The product is: [C:28]([C:27]1[CH:30]=[CH:31][C:24]([N:23]([C:13](=[C:6]2[C:7]3[C:12](=[CH:11][CH:10]=[CH:9][CH:8]=3)[NH:4][C:5]2=[O:21])[C:14]2[CH:15]=[CH:16][CH:17]=[CH:18][CH:19]=2)[CH3:22])=[CH:25][CH:26]=1)#[N:29]. (8) The product is: [CH3:17][O:18][C:19](=[O:29])[C:20]1[C:25]([Cl:26])=[CH:24][C:23]([Cl:27])=[CH:22][C:21]=1[NH:28][C:9](=[O:11])[CH:8]([C:5]1[CH:4]=[CH:3][C:2]([Br:1])=[CH:7][CH:6]=1)[CH3:12]. Given the reactants [Br:1][C:2]1[CH:7]=[CH:6][C:5]([CH:8]([CH3:12])[C:9]([OH:11])=O)=[CH:4][CH:3]=1.O=S(Cl)Cl.[CH3:17][O:18][C:19](=[O:29])[C:20]1[C:25]([Cl:26])=[CH:24][C:23]([Cl:27])=[CH:22][C:21]=1[NH2:28].CCCCCC, predict the reaction product.